Dataset: Reaction yield outcomes from USPTO patents with 853,638 reactions. Task: Predict the reaction yield, written as a fraction of the theoretical maximum amount of product (1.0 means a 100% yield; for example, 0.34 means a 34% yield). (1) The reactants are [Cl:1][C:2]1[CH:3]=[C:4]([NH2:18])[C:5]([NH2:17])=[CH:6][C:7]=1[O:8][C:9]1[CH:14]=[CH:13][C:12]([Cl:15])=[CH:11][C:10]=1[Cl:16].[F:19][C:20]([F:28])([F:27])[C:21]([F:26])([F:25])[C:22](O)=O. No catalyst specified. The product is [Cl:1][C:2]1[C:7]([O:8][C:9]2[CH:14]=[CH:13][C:12]([Cl:15])=[CH:11][C:10]=2[Cl:16])=[CH:6][C:5]2[NH:17][C:22]([C:21]([F:26])([F:25])[C:20]([F:28])([F:27])[F:19])=[N:18][C:4]=2[CH:3]=1. The yield is 0.150. (2) The reactants are [CH3:1][N:2]1[CH:6]=[C:5]([C:7]2[C:15]3[C:10](=[CH:11][N:12]=[C:13]([C:16]4[CH:17]=[N:18][N:19]([CH3:21])[CH:20]=4)[CH:14]=3)[N:9](C3CCCCO3)[N:8]=2)[CH:4]=[N:3]1.Cl. The catalyst is CO.O1CCOCC1. The product is [CH3:1][N:2]1[CH:6]=[C:5]([C:7]2[C:15]3[C:10](=[CH:11][N:12]=[C:13]([C:16]4[CH:17]=[N:18][N:19]([CH3:21])[CH:20]=4)[CH:14]=3)[NH:9][N:8]=2)[CH:4]=[N:3]1. The yield is 0.342.